Regression. Given a peptide amino acid sequence and an MHC pseudo amino acid sequence, predict their binding affinity value. This is MHC class I binding data. From a dataset of Peptide-MHC class I binding affinity with 185,985 pairs from IEDB/IMGT. The peptide sequence is SRMASVALAF. The MHC is HLA-B07:02 with pseudo-sequence HLA-B07:02. The binding affinity (normalized) is 0.107.